From a dataset of Catalyst prediction with 721,799 reactions and 888 catalyst types from USPTO. Predict which catalyst facilitates the given reaction. (1) Reactant: Cl.[Cl:2][C:3]1[C:4]([CH3:18])=[N:5][N:6]([C:9]2[CH:14]=[CH:13][C:12]([N+:15]([O-])=O)=[CH:11][CH:10]=2)[C:7]=1[CH3:8].NN. Product: [Cl:2][C:3]1[C:4]([CH3:18])=[N:5][N:6]([C:9]2[CH:14]=[CH:13][C:12]([NH2:15])=[CH:11][CH:10]=2)[C:7]=1[CH3:8]. The catalyst class is: 5. (2) Reactant: [NH2:1][C:2]1[CH:23]=[CH:22][C:5]([O:6][C:7]2[CH:12]=[CH:11][C:10]([NH:13][CH:14]3[CH:19]4[CH2:20][CH2:21][N:16]([CH2:17][CH2:18]4)[CH2:15]3)=[CH:9][CH:8]=2)=[CH:4][CH:3]=1.[ClH:24]. Product: [ClH:24].[NH2:1][C:2]1[CH:3]=[CH:4][C:5]([O:6][C:7]2[CH:8]=[CH:9][C:10]([NH:13][CH:14]3[CH:19]4[CH2:20][CH2:21][N:16]([CH2:17][CH2:18]4)[CH2:15]3)=[CH:11][CH:12]=2)=[CH:22][CH:23]=1. The catalyst class is: 684. (3) Reactant: [O:1]1[CH:5]=[CH:4][CH:3]=[C:2]1[C:6]1[CH:7]=[C:8]([CH2:12][CH2:13][C:14](=O)[CH2:15][C:16]([O:18]CC)=O)[CH:9]=[CH:10][CH:11]=1.C(=O)(O)O.[NH2:26][C:27]([NH2:29])=[NH:28]. Product: [NH2:28][C:27]1[NH:29][C:16](=[O:18])[CH:15]=[C:14]([CH2:13][CH2:12][C:8]2[CH:9]=[CH:10][CH:11]=[C:6]([C:2]3[O:1][CH:5]=[CH:4][CH:3]=3)[CH:7]=2)[N:26]=1. The catalyst class is: 8. (4) Reactant: Cl[C:2]1[CH:7]=[C:6]([C:8]#[N:9])[C:5]([CH3:10])=[CH:4][C:3]=1[CH2:11][C:12]([O:14][CH3:15])=[O:13].[NH2:16][OH:17].[ClH:18].C([O-])(O)=O.[Na+]. Product: [Cl:18][C:2]1[CH:7]=[C:6]([C:8](=[NH:9])[NH:16][OH:17])[C:5]([CH3:10])=[CH:4][C:3]=1[CH2:11][C:12]([O:14][CH3:15])=[O:13]. The catalyst class is: 5.